From a dataset of Experimentally validated miRNA-target interactions with 360,000+ pairs, plus equal number of negative samples. Binary Classification. Given a miRNA mature sequence and a target amino acid sequence, predict their likelihood of interaction. (1) Result: 0 (no interaction). The miRNA is mmu-miR-3113-5p with sequence GUCCUGGCCCUGGUCCGGGUCC. The protein sequence of the target gene is MGSRDHLFKVLVVGDAAVGKTSLVQRYSQDSFSKHYKSTVGVDFALKVLQWSDYEIVRLQLWDIAGQERFTSMTRLYYRDASACVIMFDVTNATTFSNSQRWKQDLDSKLTLPNGEPVPCLLLANKCDLSPWAVSRDQIDRFSKENGFTGWTETSVKENKNINEAMRVLIEKMMRNSTEDIMSLSTQGDYINLQTKSSSWSCC. (2) The miRNA is mmu-miR-297b-5p with sequence AUGUAUGUGUGCAUGAACAUGU. The protein sequence of the target gene is MKQPIMADGPRCKRRKQANPRRKNVVNYDNVVDAGSETDEEDKLHIAEDDSLANPLDQDTSPASMPNHESSPHMSQGLLPREEEEEELRESVVEHSWHSGEILQASVAGPEEMKEDYDAMGPEATIQTTINNGTVKNANCTSDFEEYFAKRKLEERDGHAVSIEEYLQRSDTAIIYPEAPEELSRLGTPEANGQEENDLPPGTPDAFAQLLTCPYCDRGYKRLTSLKEHIKYRHEKNEENFSCPLCSYTFAYRTQLERHMVTHKPGTDQHQMLTQGAGNRKFKCTECGKAFKYKHHLKEH.... Result: 1 (interaction). (3) The miRNA is mmu-miR-669p-5p with sequence AGUUGUGUGUGCAUGUUCAUGUCU. The protein sequence of the target gene is MFLWLFLILSALISSTNADSDISVEICNVCSCVSVENVLYVNCEKVSVYRPNQLKPPWSNFYHLNFQNNFLNILYPNTFLNFSHAVSLHLGNNKLQNIEGGAFLGLSALKQLHLNNNELKILRADTFLGIENLEYLQADYNLIKYIERGAFNKLHKLKVLILNDNLISFLPDNIFRFASLTHLDIRGNRIQKLPYIGVLEHIGRVVELQLEDNPWNCSCDLLPLKAWLENMPYNIYIGEAICETPSDLYGRLLKETNKQELCPMGTGSDFDVRILPPSQLENGYTTPNGHTTQTSLHRLV.... Result: 0 (no interaction). (4) The miRNA is hsa-miR-23a-3p with sequence AUCACAUUGCCAGGGAUUUCC. The protein sequence of the target gene is MVWDRQTKMEYEWKPDEQGLQQILQLLKESQSPDTTIQRTVQQKLEQLNQYPDFNNYLIFVLTKLKSEDEPTRSLSGLILKNNVKAHFQNFPNGVTDFIKSECLNNIGDSSPLIRATVGILITTIASKGELQNWPDLLPKLCSLLDSEDYNTCEGAFGALQKICEDSAEILDSDVLDRPLNIMIPKFLQFFKHSSPKIRSHAVACVNQFIISRTQALMLHIDSFIENLFALAGDEEPEVRKNVCRALVMLLEVRMDRLLPHMHNIVEYMLQRTQDQDENVALEACEFWLTLAEQPICKDV.... Result: 1 (interaction).